From a dataset of Experimentally validated miRNA-target interactions with 360,000+ pairs, plus equal number of negative samples. Binary Classification. Given a miRNA mature sequence and a target amino acid sequence, predict their likelihood of interaction. (1) The miRNA is hsa-miR-7843-3p with sequence AUGAAGCCUUCUCUGCCUUACG. The protein sequence of the target gene is MATDSWALAVDEQEAAVKSMTNLQIKEEKVKADTNGIIKTSTTAEKTDEEEKEDRAAQSLLNKLIRSNLVDNTNQVEVLQRDPNSPLYSVKSFEELRLKPQLLQGVYAMGFNRPSKIQENALPMMLAEPPQNLIAQSQSGTGKTAAFVLAMLSRVEPSDRYPQCLCLSPTYELALQTGKVIEQMGKFYPELKLAYAVRGNKLERGQKISEQIVIGTPGTVLDWCSKLKFIDPKKIKVFVLDEADVMIATQGHQDQSIRIQRMLPRNCQMLLFSATFEDSVWKFAQKVVPDPNVIKLKREE.... Result: 1 (interaction). (2) The miRNA is hsa-miR-103a-3p with sequence AGCAGCAUUGUACAGGGCUAUGA. The protein sequence of the target gene is MASNHKSSAARPVSRGGVGLTGRPPSGIRPLSGNIRVATAMPPGTARPGSRGCPIGTGGVLSSQIKVAHRPVTQQGLTGMKTGTKGPQRQILDKSYYLGLLRSKISELTTEVNKLQKGIEMYNQENSVYLSYEKRAETLAVEIKELQGQLADYNMLVDKLNTNTEMEEVMNDYNMLKAQNDRETQSLDVIFTERQAKEKQIRSVEEEIEQEKQATDDIIKNMSFENQVKYLEMKTTNEKLLQELDTLQQQLDSQNMKKESLEAEIAHSQVKQEAVLLHEKLYELESHRDQMIAEDKSIGS.... Result: 1 (interaction). (3) The miRNA is hsa-miR-4639-5p with sequence UUGCUAAGUAGGCUGAGAUUGA. The protein sequence of the target gene is MASAGSGMEEVRVSVLTPLKLVGLVCIFLALCLDLGAVLSPAWVTADHQYYLSLWESCRKPANLDIWHCESTLGSDWQIATLALLLGGAAIILIAFLVGLISICVGSRRRFYRPVAVMLFAAVVLQVCSLVLYPIKFIETVSLKIYHEFNWGYGLAWGATIFSFGGAILYCLNPKNYEDYY. Result: 0 (no interaction). (4) The miRNA is mmu-miR-425-5p with sequence AAUGACACGAUCACUCCCGUUGA. The protein sequence of the target gene is MVCGCSALLPLPNPRPTMPATPNFLANPSSSSRWIPLQPMPVAWAFVQKTSALLWLLLLGTSLSPAWGQAKIPLETVKLWADTFGGDLYNTVTKYSGSLLLQKKYKDVESSLKIEEVDGLELVRKFSEDMENMLRRKVEAVQNLVEAAEEADLNHEFNESLVFDYYNSVLINERDEKGNFVELGAEFLLESNAHFSNLPVNTSISSVQLPTNVYNKDPDILNGVYMSEALNAVFVENFQRDPTLTWQYFGSATGFFRIYPGIKWTPDENGVITFDCRNRGWYIQAATSPKDIVILVDVSG.... Result: 0 (no interaction). (5) The miRNA is mmu-miR-466l-5p with sequence UUGUGUGUACAUGUACAUGUAU. The protein sequence of the target gene is MTAPWRRLRSLVWEYWAGFLVCAFWIPDSRGMPHVIRIGGIFEYADGPNAQVMNAEEHAFRFSANIINRNRTLLPNTTLTYDIQRIHFHDSFEATKKACDQLALGVVAIFGPSQGSCTNAVQSICNALEVPHIQLRWKHHPLDNKDTFYVNLYPDYASLSHAILDLVQSLKWRSATVVYDDSTGLIRLQELIMAPSRYNIRLKIRQLPIDSDDSRPLLKEMKRGREFRIIFDCSHTMAAQILKQAMAMGMMTEYYHFIFTTLDLYALDLEPYRYSGVNLTGFRILNVDNPHVSAIVEKWA.... Result: 1 (interaction).